From a dataset of Catalyst prediction with 721,799 reactions and 888 catalyst types from USPTO. Predict which catalyst facilitates the given reaction. (1) Reactant: [Br:1][C:2]1[CH:7]=[CH:6][C:5]([CH:8]=[C:9]([C:14]2[CH:19]=[CH:18][CH:17]=[CH:16][CH:15]=2)[C:10](=[N:12][OH:13])[CH3:11])=[CH:4][CH:3]=1.C(=O)(O)[O-].[Na+].[I-].[K+].II.S([O-])([O-])=O.[Na+].[Na+]. Product: [Br:1][C:2]1[CH:3]=[CH:4][C:5]([C:8]2[O:13][N:12]=[C:10]([CH3:11])[C:9]=2[C:14]2[CH:15]=[CH:16][CH:17]=[CH:18][CH:19]=2)=[CH:6][CH:7]=1. The catalyst class is: 30. (2) Reactant: C([O:5][C:6](=[O:38])[C:7]1[CH:12]=[CH:11][CH:10]=[C:9]([NH:13][C:14]2[N:19]=[C:18]([O:20][C:21]3[CH:26]=[CH:25][C:24]([CH:27]=[O:28])=[CH:23][C:22]=3[O:29][CH3:30])[N:17]=[C:16]([O:31][C:32]3[CH:37]=[CH:36][CH:35]=[CH:34][CH:33]=3)[N:15]=2)[CH:8]=1)(C)(C)C.CCOCC.CCCCCC. Product: [CH:27]([C:24]1[CH:25]=[CH:26][C:21]([O:20][C:18]2[N:17]=[C:16]([O:31][C:32]3[CH:33]=[CH:34][CH:35]=[CH:36][CH:37]=3)[N:15]=[C:14]([NH:13][C:9]3[CH:8]=[C:7]([CH:12]=[CH:11][CH:10]=3)[C:6]([OH:38])=[O:5])[N:19]=2)=[C:22]([O:29][CH3:30])[CH:23]=1)=[O:28]. The catalyst class is: 14.